From a dataset of TCR-epitope binding with 47,182 pairs between 192 epitopes and 23,139 TCRs. Binary Classification. Given a T-cell receptor sequence (or CDR3 region) and an epitope sequence, predict whether binding occurs between them. (1) The epitope is SLFNTVATLY. The TCR CDR3 sequence is CASSEYDRGGTGELFF. Result: 0 (the TCR does not bind to the epitope). (2) The epitope is KAYNVTQAF. The TCR CDR3 sequence is CASSYSRTSGSIEQFF. Result: 1 (the TCR binds to the epitope). (3) The epitope is KLVALGINAV. The TCR CDR3 sequence is CATSETGDPYGYTF. Result: 0 (the TCR does not bind to the epitope). (4) The epitope is AIMTRCLAV. The TCR CDR3 sequence is CSVGSGQIAFF. Result: 0 (the TCR does not bind to the epitope). (5) The epitope is YLDAYNMMI. The TCR CDR3 sequence is CASSKGTHEQYF. Result: 0 (the TCR does not bind to the epitope). (6) Result: 0 (the TCR does not bind to the epitope). The epitope is KLFIRQEEV. The TCR CDR3 sequence is CASNYYNEQFF. (7) The epitope is ILHCANFNV. The TCR CDR3 sequence is CSVGRDRGPTGELFF. Result: 0 (the TCR does not bind to the epitope). (8) The epitope is IVTDFSVIK. The TCR CDR3 sequence is CASSQPGTASYEQYF. Result: 0 (the TCR does not bind to the epitope). (9) The epitope is QVPLRPMTYK. The TCR CDR3 sequence is CASSGLDKANYGYTF. Result: 0 (the TCR does not bind to the epitope). (10) The epitope is LPRRSGAAGA. The TCR CDR3 sequence is CASSYSSALSNQPQHF. Result: 1 (the TCR binds to the epitope).